Dataset: Experimentally validated miRNA-target interactions with 360,000+ pairs, plus equal number of negative samples. Task: Binary Classification. Given a miRNA mature sequence and a target amino acid sequence, predict their likelihood of interaction. (1) The miRNA is hsa-miR-6787-5p with sequence UGGCGGGGGUAGAGCUGGCUGC. The protein sequence of the target gene is MPWPFSESIKKRACRYLLQRYLGHFLQEKLSLEQLSLDLYQGTGSLAQVPLDKWCLNEILESADAPLEVTEGFIQSISLSVPWGSLLQDNCALEVRGLEMVFRPRPRPATGSEPMYWSSFMTSSMQLAKECLSQKLTDEQGEGSQPFEGLEKFAETIETVLRRVKVTFIDTVLRIEHVPENSKTGTALEIRIERTVYCDETADESSGINVHQPTAFAHKLLQLSGVSLFWDEFSASAKSSPVCSTAPVETEPKLSPSWNPKIIYEPHPQLTRNLPEIAPSDPVQIGRLIGRLELSLTLKQ.... Result: 0 (no interaction). (2) The miRNA is hsa-miR-3167 with sequence AGGAUUUCAGAAAUACUGGUGU. The protein sequence of the target gene is MPADLSGTWTLLSSDNFEGYMLALGIDFATRKIAKLLKPQKVIEQNGDSFTIHTNSSLRNYFVKFKVGEEFDEDNRGLDNRKCKSLVIWDNDRLTCIQKGEKKNRGWTHWIEGDKLHLEMFCEGQVCKQTFQRA. Result: 0 (no interaction). (3) Result: 0 (no interaction). The miRNA is hsa-miR-3934-3p with sequence UGCUCAGGUUGCACAGCUGGGA. The protein sequence of the target gene is MNSAEQTVTWLITLGVLESPKKTISDPEGFLQASLKDGVVLCRLLERLLPGTIEKVYPEPRSESECLSNIREFLRGCGASLRLELLFPPSQPPQHLVTTILLSASTFDANDLYQGQNFNKVLSSLVTLNKVTADIGLGSDSVCARPSSHRIKSFDSLGSQSLHTRTSKLFQGQYRSLDMTDNSNNQLVVRAKFNFQQTNEDELSFSKGDVIHVTRVEEGGWWEGTLNGRTGWFPSNYVREVKASEKPVSPKSGTLKSPPKGFDTTAINKSYYNVVLQNILETENEYSKELQTVLSTYLRP.... (4) The miRNA is mmu-miR-125b-5p with sequence UCCCUGAGACCCUAACUUGUGA. The protein sequence of the target gene is MASTNTNLQKAIDLASKAAQEDKAGNYEEALQLYQHAVQYFLHVVKYEAQGDKAKQSIRAKCTEYLDRAEKLKEYLKKKEKKPQKPVKEEQSGPVDEKGNDSDGEAESDDPEKKKLQNQLQGAIVIERPNVKWSDVAGLEGAKEALKEAVILPIKFPHLFTGKRTPWRGILLFGPPGTGKSYLAKAVATEANNSTFFSISSSDLVSKWLGESEKLVKNLFQLARENKPSIIFIDEIDSLCGSRSENESEAARRIKTEFLVQMQGVGVDNDGILVLGATNIPWVLDSAIRRRFEKRIYIPL.... Result: 1 (interaction). (5) The miRNA is rno-miR-22-5p with sequence AGUUCUUCAGUGGCAAGCUUUA. The protein sequence of the target gene is MGSQTLQILRQGVWAALSGGWYYDPHQATFVNALHLYLWLFLLGLPFTLYMALPSSMIIVAVYCPVVAAVFIILKMVNYRLHRALDAGEIVDRSAKEFTDQRAKAEQGNCSTRRKDSNGPSDPGGGIEMSEFIREATPPVGCSSRNSYAGLDPSNQIGSGSSRLGTAATIKGDTDTAKTSDDISLSLGQSSSLCKEGSEEQDLATDRKLFRLVSNDSFISIQPSLSSCGQDLPRDFSDKVSLPSHSQHHRVDQSLCSACDTEVASLVPLHSHSYRKEHRPRGVPRTSSSAVAFPDASLSG.... Result: 0 (no interaction). (6) The miRNA is hsa-miR-3913-5p with sequence UUUGGGACUGAUCUUGAUGUCU. The protein sequence of the target gene is MSQAELSTCSAPQTQRIFQEAVRKGNTQELQSLLQNMTNCEFNVNSFGPEGQTALHQSVIDGNLELVKLLVKFGADIRLANRDGWSALHIAAFGGHQDIVLYLITKAKYAASGR. Result: 0 (no interaction). (7) The miRNA is hsa-miR-335-5p with sequence UCAAGAGCAAUAACGAAAAAUGU. The protein sequence of the target gene is MVRCDRGLQMLLTTAGAFAAFSLMAIAIGTDYWLYSSAHICNGTNLTMDDGPPPRRARGDLTHSGLWRVCCIEGIYKGHCFRINHFPEDNDYDHDSSEYLLRIVRASSVFPILSTILLLLGGLCIGAGRIYSRKNNIVLSAGILFVAAGLSNIIGIIVYISSNTGDPSDKRDEDKKNHYNYGWSFYFGALSFIVAETVGVLAVNIYIEKNKELRFKTKREFLKASSSSPYARMPSYRYRRRRSRSSSRSTEASPSRDVSPMGLKITGAIPMGELSMYTLSREPLKVTTAASYSPDQEASF.... Result: 1 (interaction). (8) The miRNA is gga-miR-2131-5p with sequence AUGCAGAAGUGCACGGAAACAGCU. The protein sequence of the target gene is MHSPPGLLALWLCAVLCASARAGSDPQPGPGRPACPAPCHCQEDGIMLSADCSELGLSVVPADLDPLTAYLDLSMNNLTELQPGLFHHLRFLEELRLSGNHLSHIPGQAFSGLHSLKILMLQSNQLRGIPAEALWELPSLQSLRLDANLISLVPERSFEGLSSLRHLWLDDNALTEIPVRALNNLPALQAMTLALNHIRHIPDYAFQNLTSLVVLHLHNNRIQHVGTHSFEGLHNLETLDLNYNELQEFPLAIRTLGRLQELGFHNNNIKAIPEKAFMGSPLLQTIHFYDNPIQFVGRSA.... Result: 0 (no interaction). (9) The miRNA is hsa-miR-552-5p with sequence GUUUAACCUUUUGCCUGUUGG. The protein sequence of the target gene is MGAAASRRRALRSEAMSSVAAKVRAARAFGEYLSQSHPENRNGADHLLADAYSGHDGSPEMQPAPQNKRRLSLVSNGCYEGSLSEEPSIRKPAGEGPQPRVYTISGEPALLPSPEAEAIELAVVKGRRQRHPHHHSQPLRASPGGSREDVSRPCQSWAGSRQGSKECPGCAQLAPGPTPRAFGLDQPPLPETSGRRKKLERMYSVDRVSDDIPIRTWFPKENLFSFQTATTTMQAISVFRGYAERKRRKRENDSASVIQRNFRKHLRMVGSRRVKAQTFAERRERSFSRSWSDPTPMKAD.... Result: 1 (interaction). (10) The protein sequence of the target gene is MGKVWKQQMYPQYATYYYPQYLQAKQSLVPAHPMAPPSPSTTSSNNNSSSSSNSGWDQLSKTNLYIRGLPPNTTDQDLVKLCQPYGKIVSTKAILDKATNKCKGYGFVDFDSPAAAQKAVSALKANGVQAQMAKQQEQDPTNLYISNLPLSMDEQELENMLKPFGQVISTRVLRDSSGASRGVGFARMESTEKCEAVIGHFNGKFIKTPPGVSAPTEPLLCKFADGGQKKRQNPNKYIPNGRPWPRDGEAGMTLTYDPTTAALHNGFYPSPYSIATNRMITQTSLTPYIASPVSAYQVQS.... The miRNA is cel-miR-1818 with sequence UGUGGUCUUCAUGCCAUGAUUUU. Result: 0 (no interaction).